This data is from Forward reaction prediction with 1.9M reactions from USPTO patents (1976-2016). The task is: Predict the product of the given reaction. Given the reactants [CH3:1][O:2][C:3]([C:5]1[CH:9]=[C:8]([C:10]2[C:11]([O:18][CH3:19])=[N:12][C:13]([O:16][CH3:17])=[N:14][CH:15]=2)[N:7]([CH:20]([CH3:22])[CH3:21])[C:6]=1[CH:23]([C:25]1[CH:30]=[CH:29][C:28]([C:31]#[N:32])=[C:27]([F:33])[CH:26]=1)O)=[O:4].[NH2:34][C:35]1[CH:36]=[C:37]([Cl:43])[C:38](=[O:42])[N:39]([CH3:41])[CH:40]=1.C(OC(C1C=CN(C(C)C)C=1C(C1C=CC(C#N)=CC=1)O)=O)C.ClC1C=C(C=CC=1F)N, predict the reaction product. The product is: [CH3:1][O:2][C:3]([C:5]1[CH:9]=[C:8]([C:10]2[C:11]([O:18][CH3:19])=[N:12][C:13]([O:16][CH3:17])=[N:14][CH:15]=2)[N:7]([CH:20]([CH3:22])[CH3:21])[C:6]=1[CH:23]([NH:34][C:35]1[CH:36]=[C:37]([Cl:43])[C:38](=[O:42])[N:39]([CH3:41])[CH:40]=1)[C:25]1[CH:30]=[CH:29][C:28]([C:31]#[N:32])=[C:27]([F:33])[CH:26]=1)=[O:4].